This data is from Reaction yield outcomes from USPTO patents with 853,638 reactions. The task is: Predict the reaction yield, written as a fraction of the theoretical maximum amount of product (1.0 means a 100% yield; for example, 0.34 means a 34% yield). (1) The reactants are Cl.[Cl:2][C:3]1[CH:8]=[CH:7][C:6]([NH:9][NH2:10])=[CH:5][CH:4]=1.C(N(C(C)C)CC)(C)C.[C:20]12[C:26](=[CH:27][CH:28]=[CH:29][CH:30]=1)[NH:25]C(=O)O[C:21]2=[O:22]. The catalyst is CCO. The product is [Cl:2][C:3]1[CH:8]=[CH:7][C:6]([NH:9][NH:10][C:21](=[O:22])[C:20]2[CH:30]=[CH:29][CH:28]=[CH:27][C:26]=2[NH2:25])=[CH:5][CH:4]=1. The yield is 0.500. (2) The reactants are [Cl:1][C:2]1[CH:3]=[CH:4][C:5]([N:13]2[CH2:18][CH2:17][NH:16][CH2:15][CH2:14]2)=[C:6]2[C:11]=1[N:10]=[C:9]([CH3:12])[CH:8]=[CH:7]2.Cl[CH2:20][CH2:21][C:22]1[CH:23]=[C:24](F)[C:25]2[O:30][CH2:29][C:28](=[O:31])[NH:27][C:26]=2[CH:32]=1. No catalyst specified. The product is [ClH:1].[Cl:1][C:2]1[CH:3]=[CH:4][C:5]([N:13]2[CH2:18][CH2:17][N:16]([CH2:20][CH2:21][C:22]3[CH:23]=[CH:24][C:25]4[O:30][CH2:29][C:28](=[O:31])[NH:27][C:26]=4[CH:32]=3)[CH2:15][CH2:14]2)=[C:6]2[C:11]=1[N:10]=[C:9]([CH3:12])[CH:8]=[CH:7]2. The yield is 0.270.